This data is from Full USPTO retrosynthesis dataset with 1.9M reactions from patents (1976-2016). The task is: Predict the reactants needed to synthesize the given product. (1) Given the product [Br:1][C:2]1[CH:9]=[CH:8][C:7]([F:10])=[CH:6][C:3]=1[CH:4]1[O:13][CH2:12][CH2:11][O:5]1, predict the reactants needed to synthesize it. The reactants are: [Br:1][C:2]1[CH:9]=[CH:8][C:7]([F:10])=[CH:6][C:3]=1[CH:4]=[O:5].[CH2:11](O)[CH2:12][OH:13]. (2) Given the product [N:35]1([C:33]([NH:1][C:2]2[CH:7]=[C:6]([O:8][C:9]3[C:14]([F:15])=[CH:13][C:12]([NH:16][C:17]([C:19]4([C:22]([NH:24][C:25]5[CH:26]=[CH:27][C:28]([F:31])=[CH:29][CH:30]=5)=[O:23])[CH2:21][CH2:20]4)=[O:18])=[C:11]([F:32])[CH:10]=3)[CH:5]=[CH:4][N:3]=2)=[O:42])[CH2:36][CH2:39][CH2:38]1, predict the reactants needed to synthesize it. The reactants are: [NH2:1][C:2]1[CH:7]=[C:6]([O:8][C:9]2[C:14]([F:15])=[CH:13][C:12]([NH:16][C:17]([C:19]3([C:22]([NH:24][C:25]4[CH:30]=[CH:29][C:28]([F:31])=[CH:27][CH:26]=4)=[O:23])[CH2:21][CH2:20]3)=[O:18])=[C:11]([F:32])[CH:10]=2)[CH:5]=[CH:4][N:3]=1.[CH2:33]([N:35]([CH2:38][CH3:39])[CH2:36]C)C.ClC(OC1C=CC=CC=1)=[O:42].C(=O)([O-])O.[Na+].